This data is from NCI-60 drug combinations with 297,098 pairs across 59 cell lines. The task is: Regression. Given two drug SMILES strings and cell line genomic features, predict the synergy score measuring deviation from expected non-interaction effect. (1) Drug 1: C1=CC(=CC=C1CCCC(=O)O)N(CCCl)CCCl. Drug 2: CC1=C(C(=O)C2=C(C1=O)N3CC4C(C3(C2COC(=O)N)OC)N4)N. Cell line: UACC62. Synergy scores: CSS=39.8, Synergy_ZIP=-17.4, Synergy_Bliss=-13.4, Synergy_Loewe=-14.8, Synergy_HSA=-7.22. (2) Drug 1: CN1CCC(CC1)COC2=C(C=C3C(=C2)N=CN=C3NC4=C(C=C(C=C4)Br)F)OC. Drug 2: B(C(CC(C)C)NC(=O)C(CC1=CC=CC=C1)NC(=O)C2=NC=CN=C2)(O)O. Cell line: CAKI-1. Synergy scores: CSS=26.3, Synergy_ZIP=-10.2, Synergy_Bliss=-9.56, Synergy_Loewe=-6.63, Synergy_HSA=-7.27. (3) Drug 1: C1=CC(=CC=C1CCC2=CNC3=C2C(=O)NC(=N3)N)C(=O)NC(CCC(=O)O)C(=O)O. Drug 2: C1=C(C(=O)NC(=O)N1)N(CCCl)CCCl. Cell line: SF-268. Synergy scores: CSS=40.2, Synergy_ZIP=-4.16, Synergy_Bliss=1.51, Synergy_Loewe=-8.07, Synergy_HSA=4.01. (4) Drug 2: C(CN)CNCCSP(=O)(O)O. Cell line: SK-MEL-5. Drug 1: CC1=C2C(C(=O)C3(C(CC4C(C3C(C(C2(C)C)(CC1OC(=O)C(C(C5=CC=CC=C5)NC(=O)C6=CC=CC=C6)O)O)OC(=O)C7=CC=CC=C7)(CO4)OC(=O)C)O)C)OC(=O)C. Synergy scores: CSS=21.9, Synergy_ZIP=-5.03, Synergy_Bliss=-11.2, Synergy_Loewe=-38.9, Synergy_HSA=-12.8. (5) Drug 1: CCCS(=O)(=O)NC1=C(C(=C(C=C1)F)C(=O)C2=CNC3=C2C=C(C=N3)C4=CC=C(C=C4)Cl)F. Drug 2: C1CCC(C(C1)N)N.C(=O)(C(=O)[O-])[O-].[Pt+4]. Cell line: EKVX. Synergy scores: CSS=1.78, Synergy_ZIP=-1.28, Synergy_Bliss=0.428, Synergy_Loewe=-1.98, Synergy_HSA=-1.51. (6) Drug 1: CN1CCC(CC1)COC2=C(C=C3C(=C2)N=CN=C3NC4=C(C=C(C=C4)Br)F)OC. Drug 2: C1=NC2=C(N1)C(=S)N=C(N2)N. Cell line: SF-295. Synergy scores: CSS=30.7, Synergy_ZIP=-1.21, Synergy_Bliss=-3.10, Synergy_Loewe=-10.7, Synergy_HSA=-2.29. (7) Drug 1: C1=CC=C(C=C1)NC(=O)CCCCCCC(=O)NO. Drug 2: CCC1(C2=C(COC1=O)C(=O)N3CC4=CC5=C(C=CC(=C5CN(C)C)O)N=C4C3=C2)O.Cl. Cell line: A549. Synergy scores: CSS=30.2, Synergy_ZIP=2.78, Synergy_Bliss=4.75, Synergy_Loewe=1.06, Synergy_HSA=5.46. (8) Drug 1: CC1C(C(CC(O1)OC2CC(OC(C2O)C)OC3=CC4=CC5=C(C(=O)C(C(C5)C(C(=O)C(C(C)O)O)OC)OC6CC(C(C(O6)C)O)OC7CC(C(C(O7)C)O)OC8CC(C(C(O8)C)O)(C)O)C(=C4C(=C3C)O)O)O)O. Drug 2: COC1=NC(=NC2=C1N=CN2C3C(C(C(O3)CO)O)O)N. Cell line: NCIH23. Synergy scores: CSS=52.4, Synergy_ZIP=1.28, Synergy_Bliss=0.859, Synergy_Loewe=-22.0, Synergy_HSA=-1.21. (9) Drug 1: C1=NC2=C(N1)C(=S)N=CN2. Drug 2: B(C(CC(C)C)NC(=O)C(CC1=CC=CC=C1)NC(=O)C2=NC=CN=C2)(O)O. Cell line: LOX IMVI. Synergy scores: CSS=63.7, Synergy_ZIP=-3.42, Synergy_Bliss=-9.15, Synergy_Loewe=-10.8, Synergy_HSA=-7.09.